This data is from Reaction yield outcomes from USPTO patents with 853,638 reactions. The task is: Predict the reaction yield, written as a fraction of the theoretical maximum amount of product (1.0 means a 100% yield; for example, 0.34 means a 34% yield). (1) The reactants are [F:1][C:2]1[CH:25]=[CH:24][C:5]([CH2:6][N:7]2[C:19](=[O:20])[C:18]3[C:9](=[C:10]([OH:22])[C:11]4[N:12]=[CH:13][CH:14]=[N:15][C:16]=4[C:17]=3[OH:21])[C:8]2=[O:23])=[CH:4][CH:3]=1.N1C=CC=CC=1.Cl[C:33]([O:35][CH2:36][CH3:37])=[O:34]. The catalyst is CN(C=O)C. The product is [F:1][C:2]1[CH:25]=[CH:24][C:5]([CH2:6][N:7]2[C:8](=[O:23])[C:9]3[C:18](=[C:17]([OH:21])[C:16]4[N:15]=[CH:14][CH:13]=[N:12][C:11]=4[C:10]=3[O:22][C:33](=[O:34])[O:35][CH2:36][CH3:37])[C:19]2=[O:20])=[CH:4][CH:3]=1. The yield is 0.980. (2) The reactants are [O:1]1[C:5]2([CH2:10][CH2:9][N:8]([C:11]([C:13]3[NH:14][C:15]4[C:20]([CH:21]=3)=[CH:19][C:18]([C:22]([N:24]3[CH2:29][CH2:28][N:27]([CH:30]([CH3:32])[CH3:31])[CH2:26][CH2:25]3)=[O:23])=[CH:17][CH:16]=4)=[O:12])[CH2:7][CH2:6]2)[O:4][CH2:3][CH2:2]1.[F:33][C:34]([F:45])([F:44])[C:35]1[CH:36]=[C:37](B(O)O)[CH:38]=[CH:39][CH:40]=1.N1C=CC=CC=1. The catalyst is ClCCl.C([O-])(=O)C.[Cu+2].C([O-])(=O)C. The product is [O:4]1[C:5]2([CH2:10][CH2:9][N:8]([C:11]([C:13]3[N:14]([C:39]4[CH:38]=[CH:37][CH:36]=[C:35]([C:34]([F:45])([F:44])[F:33])[CH:40]=4)[C:15]4[C:20]([CH:21]=3)=[CH:19][C:18]([C:22]([N:24]3[CH2:25][CH2:26][N:27]([CH:30]([CH3:32])[CH3:31])[CH2:28][CH2:29]3)=[O:23])=[CH:17][CH:16]=4)=[O:12])[CH2:7][CH2:6]2)[O:1][CH2:2][CH2:3]1. The yield is 0.550. (3) The reactants are [C:1]([O:5][C:6]([N:8]1[CH2:13][CH2:12][CH:11]([NH:14][C:15](=[O:20])[CH2:16][C:17]([OH:19])=O)[CH2:10][CH2:9]1)=[O:7])([CH3:4])([CH3:3])[CH3:2].C1C=CC2N(O)N=NC=2C=1.[F:31][C:32]1[CH:33]=[C:34]([NH2:54])[CH:35]=[CH:36][C:37]=1[O:38][C:39]1[CH:44]=[CH:43][N:42]=[C:41]2[CH:45]=[C:46]([C:48]3[N:49]([CH3:53])[CH:50]=[CH:51][N:52]=3)[S:47][C:40]=12.C(Cl)CCl. No catalyst specified. The product is [F:31][C:32]1[CH:33]=[C:34]([NH:54][C:17](=[O:19])[CH2:16][C:15]([NH:14][CH:11]2[CH2:10][CH2:9][N:8]([C:6]([O:5][C:1]([CH3:2])([CH3:3])[CH3:4])=[O:7])[CH2:13][CH2:12]2)=[O:20])[CH:35]=[CH:36][C:37]=1[O:38][C:39]1[CH:44]=[CH:43][N:42]=[C:41]2[CH:45]=[C:46]([C:48]3[N:49]([CH3:53])[CH:50]=[CH:51][N:52]=3)[S:47][C:40]=12. The yield is 0.130.